Dataset: Forward reaction prediction with 1.9M reactions from USPTO patents (1976-2016). Task: Predict the product of the given reaction. (1) Given the reactants Cl[C:2]1[N:11]=[CH:10][C:9]2[N:8]([C:12]3[CH:17]=[CH:16][CH:15]=[CH:14][CH:13]=3)[C:7](=[O:18])[C:6]([CH3:20])([CH3:19])[N:5]([CH2:21][CH2:22][CH:23]([CH3:25])[CH3:24])[C:4]=2[N:3]=1.[NH2:26][C:27]1[CH:28]=[C:29]2[C:33](=[CH:34][CH:35]=1)[NH:32][N:31]=[CH:30]2.FC(F)(F)C(O)=O, predict the reaction product. The product is: [NH:32]1[C:33]2[C:29](=[CH:28][C:27]([NH:26][C:2]3[N:11]=[CH:10][C:9]4[N:8]([C:12]5[CH:17]=[CH:16][CH:15]=[CH:14][CH:13]=5)[C:7](=[O:18])[C:6]([CH3:20])([CH3:19])[N:5]([CH2:21][CH2:22][CH:23]([CH3:24])[CH3:25])[C:4]=4[N:3]=3)=[CH:35][CH:34]=2)[CH:30]=[N:31]1. (2) Given the reactants CC(C)([O-])C.[Na+].C1(P(C2C=CC=CC=2)C2(P(C3C=CC=CC=3)C3C=CC=CC=3)CC=C3C(C=CC=C3)=C2C2C3C(=CC=CC=3)C=CC=2)C=CC=CC=1.Cl[C:54]1[C:63]2[C:58](=[CH:59][CH:60]=[CH:61][CH:62]=2)[C:57]([N:64]2[CH2:69][CH2:68][N:67]([C:70]([C:72]3[CH:77]=[CH:76][CH:75]=[CH:74][CH:73]=3)=[O:71])[CH2:66][C@H:65]2[CH3:78])=[N:56][N:55]=1.[NH:79]1[CH2:84][CH2:83][O:82][CH2:81][CH2:80]1, predict the reaction product. The product is: [CH3:78][C@H:65]1[N:64]([C:57]2[C:58]3[C:63](=[CH:62][CH:61]=[CH:60][CH:59]=3)[C:54]([N:79]3[CH2:84][CH2:83][O:82][CH2:81][CH2:80]3)=[N:55][N:56]=2)[CH2:69][CH2:68][N:67]([C:70]([C:72]2[CH:77]=[CH:76][CH:75]=[CH:74][CH:73]=2)=[O:71])[CH2:66]1.